Dataset: Forward reaction prediction with 1.9M reactions from USPTO patents (1976-2016). Task: Predict the product of the given reaction. The product is: [CH2:1]([N:8]1[C:16]2=[N:15][C:14]([C:17]3[CH:18]=[CH:19][C:20]([O:25][CH3:26])=[C:21]([CH2:22][OH:23])[CH:24]=3)=[CH:13][N:12]=[C:11]2[NH:10][C:9]1=[O:27])[C:2]1[CH:7]=[CH:6][CH:5]=[CH:4][CH:3]=1. Given the reactants [CH2:1]([N:8]1[C:16]2[C:11](=[N:12][CH:13]=[C:14]([C:17]3[CH:18]=[CH:19][C:20]([O:25][CH3:26])=[C:21]([CH:24]=3)[CH:22]=[O:23])[N:15]=2)[NH:10][C:9]1=[O:27])[C:2]1[CH:7]=[CH:6][CH:5]=[CH:4][CH:3]=1.[BH4-].[Na+], predict the reaction product.